From a dataset of Rat liver microsome stability data. Regression/Classification. Given a drug SMILES string, predict its absorption, distribution, metabolism, or excretion properties. Task type varies by dataset: regression for continuous measurements (e.g., permeability, clearance, half-life) or binary classification for categorical outcomes (e.g., BBB penetration, CYP inhibition). Dataset: rlm. (1) The drug is CCc1oc2ccccc2c1C(=O)c1cc(Br)c(O)c(Br)c1. The result is 1 (stable in rat liver microsomes). (2) The molecule is COC(=O)CNC(=O)c1nc(-c2ccc(S(C)(=O)=O)cc2)c2cnccn12. The result is 0 (unstable in rat liver microsomes). (3) The result is 0 (unstable in rat liver microsomes). The compound is CCc1c(N(CC)C2CCOCC2)cc2oc(C3CCN(C)CC3)cc2c1C(=O)NCc1c(C)cc(C)nc1O. (4) The compound is N#Cc1cc(NC(=O)Nc2nnc(-c3ccncc3)s2)ccc1-c1cn[nH]c1. The result is 0 (unstable in rat liver microsomes). (5) The drug is CCCCCCCc1c(C)nc(N2CCOCC2)nc1O. The result is 1 (stable in rat liver microsomes). (6) The result is 1 (stable in rat liver microsomes). The compound is N=c1c(C(=O)NCCCc2ccccc2)cc2c(=O)n3ccccc3nc2n1Cc1ccccc1. (7) The molecule is CCOc1ccc(CCNC(=O)c2cc3ccccc3n2C)cc1OCC. The result is 1 (stable in rat liver microsomes). (8) The compound is O=C(Nc1ccc(Cl)cc1)C(NS(=O)(=O)c1cccs1)c1ccccc1. The result is 1 (stable in rat liver microsomes). (9) The result is 0 (unstable in rat liver microsomes). The drug is O=C(CCCCCNC(=O)NC(=O)c1ccc(Br)cc1)NO. (10) The molecule is CCN(C)CC1(c2ccc(Cl)c(Cl)c2)CCCCC1. The result is 1 (stable in rat liver microsomes).